Dataset: Forward reaction prediction with 1.9M reactions from USPTO patents (1976-2016). Task: Predict the product of the given reaction. Given the reactants [NH2:1][C:2]1[CH:3]=[CH:4][C:5]2[N:11]([CH2:12][CH3:13])[C:10](=[O:14])[O:9][CH2:8][CH2:7][C:6]=2[CH:15]=1.Cl[C:17]1[N:22]=[C:21]([NH:23][C:24]2[C:33]([F:34])=[CH:32][CH:31]=[CH:30][C:25]=2[C:26]([NH:28][CH3:29])=[O:27])[C:20]([Cl:35])=[CH:19][N:18]=1, predict the reaction product. The product is: [Cl:35][C:20]1[C:21]([NH:23][C:24]2[C:33]([F:34])=[CH:32][CH:31]=[CH:30][C:25]=2[C:26]([NH:28][CH3:29])=[O:27])=[N:22][C:17]([NH:1][C:2]2[CH:3]=[CH:4][C:5]3[N:11]([CH2:12][CH3:13])[C:10](=[O:14])[O:9][CH2:8][CH2:7][C:6]=3[CH:15]=2)=[N:18][CH:19]=1.